This data is from Forward reaction prediction with 1.9M reactions from USPTO patents (1976-2016). The task is: Predict the product of the given reaction. Given the reactants N#N.C[O:4][C:5]([C:7]1[N:8]=[CH:9][O:10][C:11]=1[C:12]1[CH:17]=[CH:16][CH:15]=[C:14]([CH2:18][O:19][CH3:20])[CH:13]=1)=[O:6].[OH-].[Na+].Cl, predict the reaction product. The product is: [CH3:20][O:19][CH2:18][C:14]1[CH:13]=[C:12]([C:11]2[O:10][CH:9]=[N:8][C:7]=2[C:5]([OH:6])=[O:4])[CH:17]=[CH:16][CH:15]=1.